Predict the product of the given reaction. From a dataset of Forward reaction prediction with 1.9M reactions from USPTO patents (1976-2016). (1) Given the reactants [C:1]1([S:7][C:8]2[CH:13]=[CH:12][CH:11]=[CH:10][C:9]=2[CH:14]([NH:19][C:20]([CH2:22][C:23]2[CH:35]=[CH:34][C:26]([O:27][C:28]([CH3:33])([CH3:32])[C:29]([OH:31])=[O:30])=[CH:25][CH:24]=2)=[O:21])[CH2:15][CH2:16][CH2:17][CH3:18])[CH:6]=[CH:5][CH:4]=[CH:3][CH:2]=1.[OH:36]OS([O-])=O.[K+].[OH2:42], predict the reaction product. The product is: [C:1]1([S:7]([C:8]2[CH:13]=[CH:12][CH:11]=[CH:10][C:9]=2[CH:14]([NH:19][C:20]([CH2:22][C:23]2[CH:24]=[CH:25][C:26]([O:27][C:28]([CH3:33])([CH3:32])[C:29]([OH:31])=[O:30])=[CH:34][CH:35]=2)=[O:21])[CH2:15][CH2:16][CH2:17][CH3:18])(=[O:36])=[O:42])[CH:2]=[CH:3][CH:4]=[CH:5][CH:6]=1. (2) Given the reactants [Cl:1][C:2]1[CH:7]=[CH:6][C:5]([C:8](=[O:34])[CH2:9][S:10][C@H:11]2[C:14](=[O:15])[N:13]([C:16]3[CH:21]=[CH:20][C:19]([F:22])=[CH:18][CH:17]=3)[C@@H:12]2[C:23]2[CH:33]=[CH:32][C:26]([O:27][CH2:28][C:29](O)=[O:30])=[CH:25][CH:24]=2)=[CH:4][C:3]=1[CH3:35].CN1CCOCC1.CN(C(ON1N=NC2C=CC=CC1=2)=[N+](C)C)C.[B-](F)(F)(F)F.ClC1C=CC(O)=CC=1.[NH2:73][CH2:74][C:75]([NH:77][C@@H:78]([C:86]([OH:88])=[O:87])[CH2:79][CH:80]1[CH2:85][CH2:84][CH2:83][CH2:82][CH2:81]1)=[O:76].[Li+].[Cl-], predict the reaction product. The product is: [Cl:1][C:2]1[CH:7]=[CH:6][C:5]([CH:8]([OH:34])[CH2:9][S:10][C@H:11]2[C:14](=[O:15])[N:13]([C:16]3[CH:21]=[CH:20][C:19]([F:22])=[CH:18][CH:17]=3)[C@@H:12]2[C:23]2[CH:33]=[CH:32][C:26]([O:27][CH2:28][C:29]([NH:73][CH2:74][C:75]([NH:77][C@@H:78]([C:86]([OH:88])=[O:87])[CH2:79][CH:80]3[CH2:85][CH2:84][CH2:83][CH2:82][CH2:81]3)=[O:76])=[O:30])=[CH:25][CH:24]=2)=[CH:4][C:3]=1[CH3:35]. (3) Given the reactants I[C:2]1[CH:17]=[CH:16][C:5]([O:6][CH2:7][CH2:8][N:9]2[CH2:14][CH2:13][CH:12]([CH3:15])[CH2:11][CH2:10]2)=[CH:4][CH:3]=1.[Br:18][C:19]1[CH:20]=[CH:21][C:22]([C:25]#[CH:26])=[N:23][CH:24]=1, predict the reaction product. The product is: [Br:18][C:19]1[CH:20]=[CH:21][C:22]([C:25]#[C:26][C:2]2[CH:17]=[CH:16][C:5]([O:6][CH2:7][CH2:8][N:9]3[CH2:14][CH2:13][CH:12]([CH3:15])[CH2:11][CH2:10]3)=[CH:4][CH:3]=2)=[N:23][CH:24]=1. (4) The product is: [CH3:25][O:26][C:27]1[CH:28]=[C:29]([CH:32]=[CH:33][CH:34]=1)[CH2:30][NH:31][C:11]([C:2]1[CH:3]=[CH:4][C:5]2[C:10](=[CH:9][CH:8]=[N:7][CH:6]=2)[N:1]=1)=[O:13]. Given the reactants [N:1]1[C:10]2[C:5](=[CH:6][N:7]=[CH:8][CH:9]=2)[CH:4]=[CH:3][C:2]=1[C:11]([OH:13])=O.O.ON1C2C=CC=CC=2N=N1.[CH3:25][O:26][C:27]1[CH:28]=[C:29]([CH:32]=[CH:33][CH:34]=1)[CH2:30][NH2:31], predict the reaction product.